This data is from Forward reaction prediction with 1.9M reactions from USPTO patents (1976-2016). The task is: Predict the product of the given reaction. (1) Given the reactants [C:1]([C:3]1[CH:4]=[C:5]([NH:9][C:10]([O:12][CH2:13][CH2:14][C:15]2[C:20]([CH2:21][CH3:22])=[CH:19][C:18](B(O)O)=[CH:17][C:16]=2[CH2:26][CH3:27])=[O:11])[CH:6]=[CH:7][CH:8]=1)#[N:2].[NH2:28][C:29]1[CH:30]=[C:31]([CH:35]=[CH:36][CH:37]=1)[C:32]([NH2:34])=[O:33].O.[C:39]([OH:43])(=[O:42])[CH:40]=O, predict the reaction product. The product is: [C:32]([C:31]1[CH:30]=[C:29]([NH:28][CH:40]([C:18]2[CH:19]=[C:20]([CH2:21][CH3:22])[C:15]([CH2:14][CH2:13][O:12][C:10](=[O:11])[NH:9][C:5]3[CH:6]=[CH:7][CH:8]=[C:3]([C:1]#[N:2])[CH:4]=3)=[C:16]([CH2:26][CH3:27])[CH:17]=2)[C:39]([OH:43])=[O:42])[CH:37]=[CH:36][CH:35]=1)(=[O:33])[NH2:34]. (2) The product is: [Br-:23].[Cl:1][CH:2]([Cl:27])[C:3]([NH:5][CH:6]([CH2:25][F:26])[CH:7]([C:8]1[CH:13]=[CH:12][C:11]([S:14]([CH3:17])(=[O:16])=[O:15])=[CH:10][CH:9]=1)[O:18][C:19]([CH2:20][CH2:21][CH2:22][N+:31]1[CH:32]=[CH:33][N:29]([CH3:28])[CH:30]=1)=[O:24])=[O:4]. Given the reactants [Cl:1][CH:2]([Cl:27])[C:3]([NH:5][CH:6]([CH2:25][F:26])[CH:7]([O:18][C:19](=[O:24])[CH2:20][CH2:21][CH2:22][Br:23])[C:8]1[CH:13]=[CH:12][C:11]([S:14]([CH3:17])(=[O:16])=[O:15])=[CH:10][CH:9]=1)=[O:4].[CH3:28][N:29]1[CH:33]=[CH:32][N:31]=[CH:30]1, predict the reaction product.